This data is from Catalyst prediction with 721,799 reactions and 888 catalyst types from USPTO. The task is: Predict which catalyst facilitates the given reaction. (1) Reactant: FC(F)(F)C(O)=O.[O:8]=[C:9]1[NH:13][C:12](=[O:14])[CH2:11][N:10]1[CH:15]1[CH2:20][CH2:19][N:18](C(OC(C)(C)C)=O)[CH2:17][CH2:16]1. Product: [NH:18]1[CH2:17][CH2:16][CH:15]([N:10]2[CH2:11][C:12](=[O:14])[NH:13][C:9]2=[O:8])[CH2:20][CH2:19]1. The catalyst class is: 4. (2) Product: [ClH:1].[Cl-:1].[CH3:2][NH+:3]1[CH:7]=[CH:6][N:5]([CH:8]2[CH2:12][CH2:11][N:10]([C:13]3[CH:18]=[CH:17][C:16]([NH2:19])=[CH:15][CH:14]=3)[CH2:9]2)[CH2:4]1. The catalyst class is: 29. Reactant: [Cl-:1].[CH3:2][N+:3]1[CH:7]=[CH:6][N:5]([CH:8]2[CH2:12][CH2:11][N:10]([C:13]3[CH:18]=[CH:17][C:16]([N+:19]([O-])=O)=[C:15](C)[CH:14]=3)[CH2:9]2)[CH:4]=1.